This data is from Retrosynthesis with 50K atom-mapped reactions and 10 reaction types from USPTO. The task is: Predict the reactants needed to synthesize the given product. Given the product N#Cc1cncc(O)c1, predict the reactants needed to synthesize it. The reactants are: NC(=O)c1cncc(O)c1.